Dataset: Reaction yield outcomes from USPTO patents with 853,638 reactions. Task: Predict the reaction yield, written as a fraction of the theoretical maximum amount of product (1.0 means a 100% yield; for example, 0.34 means a 34% yield). (1) The reactants are [CH3:1][O:2][C:3]([C:5]1([C:8]2[CH:13]=[CH:12][C:11]([OH:14])=[C:10]([C:15](=O)[CH3:16])[CH:9]=2)[CH2:7][CH2:6]1)=[O:4].Cl.[NH2:19][OH:20].C([O-])(=O)C.[Na+]. The catalyst is CCO. The product is [CH3:1][O:2][C:3]([C:5]1([C:8]2[CH:13]=[CH:12][C:11]([OH:14])=[C:10]([C:15](=[N:19][OH:20])[CH3:16])[CH:9]=2)[CH2:7][CH2:6]1)=[O:4]. The yield is 0.980. (2) The reactants are C(#N)C.[F:4][C:5]1[CH:10]=[CH:9][CH:8]=[C:7]([F:11])[C:6]=1[N:12]1[C:17]2[N:18]=[C:19]([NH:37][CH2:38][C:39]3[NH:40][CH:41]=[CH:42][N:43]=3)[N:20]=[C:21]([C:22]3[CH:23]=[C:24]([CH:33]=[CH:34][C:35]=3[CH3:36])[C:25]([NH:27][C:28]3[S:29][CH:30]=[CH:31][N:32]=3)=[O:26])[C:16]=2[CH:15]=[CH:14][C:13]1=[O:44].[S:45](=[O:49])(=[O:48])([OH:47])[OH:46]. The catalyst is O. The product is [S:45]([OH:49])([OH:48])(=[O:47])=[O:46].[F:4][C:5]1[CH:10]=[CH:9][CH:8]=[C:7]([F:11])[C:6]=1[N:12]1[C:17]2[N:18]=[C:19]([NH:37][CH2:38][C:39]3[NH:43][CH:42]=[CH:41][N:40]=3)[N:20]=[C:21]([C:22]3[CH:23]=[C:24]([CH:33]=[CH:34][C:35]=3[CH3:36])[C:25]([NH:27][C:28]3[S:29][CH:30]=[CH:31][N:32]=3)=[O:26])[C:16]=2[CH:15]=[CH:14][C:13]1=[O:44]. The yield is 0.725. (3) The reactants are C1(C)C=CC(S(O)(=O)=O)=CC=1.[CH2:12]([O:19][C:20]([C@@H:22]1[CH2:30][C@H:29]2[C@H:24]([CH2:25][CH2:26][CH2:27][CH2:28]2)[NH:23]1)=[O:21])[C:13]1[CH:18]=[CH:17][CH:16]=[CH:15][CH:14]=1.[CH3:31][CH2:32][CH2:33][C@H:34]([NH:40][C@H:41]([C:43](O)=[O:44])[CH3:42])[C:35]([O:37][CH2:38][CH3:39])=[O:36].ON1C2C=CC=CC=2N=N1.C1(N=C=NC2CCCCC2)CCCCC1. The catalyst is C(OCC)(=O)C.C(N(CC)CC)C. The product is [CH2:38]([O:37][C:35]([C@@H:34]([NH:40][C@@H:41]([CH3:42])[C:43]([N:23]1[C@@H:24]2[C@@H:29]([CH2:28][CH2:27][CH2:26][CH2:25]2)[CH2:30][C@H:22]1[C:20]([O:19][CH2:12][C:13]1[CH:14]=[CH:15][CH:16]=[CH:17][CH:18]=1)=[O:21])=[O:44])[CH2:33][CH2:32][CH3:31])=[O:36])[CH3:39]. The yield is 0.920. (4) The reactants are C([N:8]1[CH2:13][CH2:12][N:11]([C:14]2[CH:19]=[CH:18][C:17]([C:20]([F:23])([F:22])[F:21])=[CH:16][N:15]=2)[C@H:10]([CH3:24])[CH2:9]1)C1C=CC=CC=1. The catalyst is C(O)C.[Pd]. The product is [CH3:24][C@@H:10]1[CH2:9][NH:8][CH2:13][CH2:12][N:11]1[C:14]1[CH:19]=[CH:18][C:17]([C:20]([F:23])([F:21])[F:22])=[CH:16][N:15]=1. The yield is 0.990. (5) The reactants are ClC1N=CC2C(=CC=CC=2[NH:12][CH2:13][C:14]([C:22]2[CH:27]=[CH:26][CH:25]=[CH:24][CH:23]=2)([C:16]2[CH:21]=[CH:20][CH:19]=[CH:18][CH:17]=2)[OH:15])N=1.CS(NC1C=CC(B(O)O)=CC=1)(=O)=O.C1(C(C2C=CC=CN=2)CN[C:51]2[C:60]3[C:55](=[CH:56][CH:57]=[CH:58][CH:59]=3)[N:54]=[C:53]([C:61]3[CH:66]=[CH:65][C:64]([NH:67][S:68]([CH3:71])(=[O:70])=[O:69])=[CH:63][CH:62]=3)[N:52]=2)C=CC=CC=1. The catalyst is C1CCCCC1.CCOC(C)=O. The product is [OH:15][C:14]([C:22]1[CH:27]=[CH:26][CH:25]=[CH:24][CH:23]=1)([C:16]1[CH:21]=[CH:20][CH:19]=[CH:18][CH:17]=1)[CH2:13][NH:12][C:51]1[C:60]2[C:55](=[CH:56][CH:57]=[CH:58][CH:59]=2)[N:54]=[C:53]([C:61]2[CH:62]=[CH:63][C:64]([NH:67][S:68]([CH3:71])(=[O:69])=[O:70])=[CH:65][CH:66]=2)[N:52]=1. The yield is 0.510.